This data is from Full USPTO retrosynthesis dataset with 1.9M reactions from patents (1976-2016). The task is: Predict the reactants needed to synthesize the given product. (1) Given the product [CH2:13]([C:7]1([CH2:15][CH3:16])[C:6]2[CH:17]=[C:2]([NH:1][C:21]3[CH:22]=[C:23]([N+:25]([O-:27])=[O:26])[CH:24]=[C:19]([F:18])[CH:20]=3)[CH:3]=[CH:4][C:5]=2[N:10]([CH3:11])[C:9](=[O:12])[O:8]1)[CH3:14], predict the reactants needed to synthesize it. The reactants are: [NH2:1][C:2]1[CH:3]=[CH:4][C:5]2[N:10]([CH3:11])[C:9](=[O:12])[O:8][C:7]([CH2:15][CH3:16])([CH2:13][CH3:14])[C:6]=2[CH:17]=1.[F:18][C:19]1[CH:24]=[C:23]([N+:25]([O-:27])=[O:26])[CH:22]=[C:21](I)[CH:20]=1. (2) Given the product [CH3:1][B:10]([O:16][CH2:17][CH2:18][CH2:19][CH3:20])[O:11][CH2:12][CH2:13][CH2:14][CH3:15], predict the reactants needed to synthesize it. The reactants are: [CH3:1]B1OB(C)OB(C)O1.[B:10](OCCCC)([O:16][CH2:17][CH2:18][CH2:19][CH3:20])[O:11][CH2:12][CH2:13][CH2:14][CH3:15]. (3) Given the product [F:21][C:22]1[CH:23]=[C:24]([CH:34]=[C:35]([F:37])[CH:36]=1)[CH2:25][NH:26][C:27](=[O:33])[CH:28]([F:32])[C:29]([NH:1][CH:2]1[C:3](=[O:20])[N:4]([CH3:19])[C:5]2[CH:18]=[CH:17][CH:16]=[CH:15][C:6]=2[C:7]([C:9]2[CH:14]=[CH:13][CH:12]=[CH:11][CH:10]=2)=[N:8]1)=[O:30], predict the reactants needed to synthesize it. The reactants are: [NH2:1][CH:2]1[N:8]=[C:7]([C:9]2[CH:14]=[CH:13][CH:12]=[CH:11][CH:10]=2)[C:6]2[CH:15]=[CH:16][CH:17]=[CH:18][C:5]=2[N:4]([CH3:19])[C:3]1=[O:20].[F:21][C:22]1[CH:23]=[C:24]([CH:34]=[C:35]([F:37])[CH:36]=1)[CH2:25][NH:26][C:27](=[O:33])[CH:28]([F:32])[C:29](O)=[O:30]. (4) Given the product [F:17][C:14]1[CH:15]=[CH:16][C:11]([C:9]#[C:10][C:2]2[CH:3]=[N:4][CH:5]=[C:6]([CH3:8])[CH:7]=2)=[CH:12][CH:13]=1, predict the reactants needed to synthesize it. The reactants are: Br[C:2]1[CH:3]=[N:4][CH:5]=[C:6]([CH3:8])[CH:7]=1.[C:9]([C:11]1[CH:16]=[CH:15][C:14]([F:17])=[CH:13][CH:12]=1)#[CH:10]. (5) Given the product [CH2:12]([CH:14]([C:17]1[C:18]2[N:19]([C:24]([C:2]3[C:10]4[C:5](=[N:6][CH:7]=[CH:8][CH:9]=4)[S:4][C:3]=3[CH3:11])=[C:25]([CH3:27])[N:26]=2)[N:20]=[C:21]([CH3:23])[CH:22]=1)[CH2:15][CH3:16])[CH3:13], predict the reactants needed to synthesize it. The reactants are: Br[C:2]1[C:10]2[C:5](=[N:6][CH:7]=[CH:8][CH:9]=2)[S:4][C:3]=1[CH3:11].[CH2:12]([CH:14]([C:17]1[C:18]2[N:19]([C:24](I)=[C:25]([CH3:27])[N:26]=2)[N:20]=[C:21]([CH3:23])[CH:22]=1)[CH2:15][CH3:16])[CH3:13]. (6) The reactants are: [F:1][C:2]1[CH:3]=[C:4]([CH:37]=[C:38]([F:40])[CH:39]=1)[CH2:5][C@H:6]([NH:20]C(C1C=C(C)N=C(N(CCC)CCC)N=1)=O)[C@H:7]([OH:19])[CH2:8][NH:9][CH2:10][C:11]1[CH:16]=[CH:15][CH:14]=[C:13]([CH2:17][CH3:18])[CH:12]=1.[CH2:41]([N:45]([CH3:57])[C:46]1[CH:47]=[C:48]([CH:52]=[C:53]([C:55]#[N:56])[N:54]=1)[C:49]([OH:51])=O)[CH2:42][CH2:43][CH3:44]. Given the product [CH2:41]([N:45]([CH3:57])[C:46]1[CH:47]=[C:48]([CH:52]=[C:53]([C:55]#[N:56])[N:54]=1)[C:49]([NH:20][C@@H:6]([CH2:5][C:4]1[CH:37]=[C:38]([F:40])[CH:39]=[C:2]([F:1])[CH:3]=1)[C@H:7]([OH:19])[CH2:8][NH:9][CH2:10][C:11]1[CH:16]=[CH:15][CH:14]=[C:13]([CH2:17][CH3:18])[CH:12]=1)=[O:51])[CH2:42][CH2:43][CH3:44], predict the reactants needed to synthesize it.